This data is from Full USPTO retrosynthesis dataset with 1.9M reactions from patents (1976-2016). The task is: Predict the reactants needed to synthesize the given product. (1) Given the product [Cl:1][C:2]1[CH:10]=[C:9]2[C:5]([CH:6]([CH3:12])[C:7](=[O:11])[NH:8]2)=[CH:4][CH:3]=1, predict the reactants needed to synthesize it. The reactants are: [Cl:1][C:2]1[CH:10]=[C:9]2[C:5]([CH2:6][C:7](=[O:11])[NH:8]2)=[CH:4][CH:3]=1.[CH3:12]N(CCN(C)C)C.[Li]CCCC.IC. (2) Given the product [NH4+:22].[OH-:15].[NH2:22][C@@H:12]1[C:5]2[C:10](=[CH:1][CH:2]=[CH:3][CH:4]=2)[CH2:9][CH2:14][C@H:13]1[OH:15], predict the reactants needed to synthesize it. The reactants are: [CH2:1]1[C:10]2[C:5](=CC=C[CH:9]=2)[CH:4]=[CH:3][CH2:2]1.F[C:12](F)(F)[C:13](=[O:15])[CH3:14].OO.C(#[N:22])C.